From a dataset of Full USPTO retrosynthesis dataset with 1.9M reactions from patents (1976-2016). Predict the reactants needed to synthesize the given product. (1) Given the product [OH:36][C:33]1[CH:34]=[CH:35][C:30]([C@H:21]2[O:20][C:19]3[C:24](=[CH:25][C:26]4[CH2:27][C@@H:14]([C:12]([OH:13])=[O:11])[N:15]([C@H:46]([C:49]5[CH:50]=[CH:51][CH:52]=[CH:53][CH:54]=5)[CH2:47][CH3:48])[CH2:16][C:17]=4[CH:18]=3)[N:23]([CH3:28])[C:22]2=[O:29])=[CH:31][CH:32]=1, predict the reactants needed to synthesize it. The reactants are: C([C@@H]1CC[C@@H](C)C[C@H]1[O:11][C:12]([C@@H:14]1[CH2:27][C:26]2[CH:25]=[C:24]3[C:19]([O:20][C@H:21]([C:30]4[CH:35]=[CH:34][C:33]([O:36]CC5C=CC(Cl)=C(Cl)C=5)=[CH:32][CH:31]=4)[C:22](=[O:29])[N:23]3[CH3:28])=[CH:18][C:17]=2[CH2:16][N:15]1[C@H:46]([C:49]1[CH:54]=[CH:53][CH:52]=[CH:51][CH:50]=1)[CH2:47][CH3:48])=[O:13])(C)C.B(Cl)(Cl)Cl. (2) Given the product [Br:1][C:2]1[CH:3]=[C:4]([CH2:5][OH:6])[CH:9]=[C:10]([Br:13])[C:11]=1[CH3:12], predict the reactants needed to synthesize it. The reactants are: [Br:1][C:2]1[CH:3]=[C:4]([CH:9]=[C:10]([Br:13])[C:11]=1[CH3:12])[C:5](OC)=[O:6].[BH4-].[Na+].Cl. (3) Given the product [Br:1][C:2]1[CH:3]=[CH:4][C:5]2[S:9][C:8]([CH:25]=[O:26])=[C:7]([CH3:10])[C:6]=2[CH:11]=1, predict the reactants needed to synthesize it. The reactants are: [Br:1][C:2]1[CH:3]=[CH:4][C:5]2[S:9][CH:8]=[C:7]([CH3:10])[C:6]=2[CH:11]=1.C[Si]([N-][Si](C)(C)C)(C)C.[Li+].CN([CH:25]=[O:26])C.